Predict which catalyst facilitates the given reaction. From a dataset of Catalyst prediction with 721,799 reactions and 888 catalyst types from USPTO. Reactant: C[O:2][C:3]1[CH:16]=[C:15]2[C:6]([C:7]3([CH3:19])[C:12]([CH2:13][CH2:14]2)=[C:11]([CH3:17])[C:10](=[O:18])[CH2:9][CH2:8]3)=[CH:5][CH:4]=1.B(Br)(Br)Br. Product: [OH:2][C:3]1[CH:16]=[C:15]2[C:6]([C:7]3([CH3:19])[C:12]([CH2:13][CH2:14]2)=[C:11]([CH3:17])[C:10](=[O:18])[CH2:9][CH2:8]3)=[CH:5][CH:4]=1. The catalyst class is: 2.